From a dataset of Catalyst prediction with 721,799 reactions and 888 catalyst types from USPTO. Predict which catalyst facilitates the given reaction. (1) Reactant: C(N(CC)CC)C.Cl.[NH2:9][C:10]([CH3:17])([CH2:15][OH:16])[C:11]([O:13][CH3:14])=[O:12].Cl[C:19](Cl)([O:21]C(=O)OC(Cl)(Cl)Cl)Cl.CCCCCC. Product: [CH3:17][C:10]1([C:11]([O:13][CH3:14])=[O:12])[CH2:15][O:16][C:19](=[O:21])[NH:9]1. The catalyst class is: 2. (2) Reactant: C(N(CC)C(C)C)(C)C.Cl[C:11]1[N:16]=[CH:15][C:14]([C:17]([O:19]CC)=[O:18])=[CH:13][N:12]=1.C([C@H]([C@@H](C(O)=O)O)O)(O)=O.[CH2:32]([O:34][C:35]1[CH:47]=[CH:46][CH:45]=[CH:44][C:36]=1[O:37][C@@H:38]1[CH2:43][CH2:42][CH2:41][NH:40][CH2:39]1)[CH3:33]. Product: [CH2:32]([O:34][C:35]1[CH:47]=[CH:46][CH:45]=[CH:44][C:36]=1[O:37][C@@H:38]1[CH2:43][CH2:42][CH2:41][N:40]([C:11]2[N:12]=[CH:13][C:14]([C:17]([OH:19])=[O:18])=[CH:15][N:16]=2)[CH2:39]1)[CH3:33]. The catalyst class is: 7. (3) Reactant: [CH3:1][S:2][C:3]1[N:4]=[CH:5][C:6]2[C:15]3[CH:14]=[CH:13][C:12]([C:16]([O:18][CH3:19])=[O:17])=[CH:11][C:10]=3[NH:9][C:8](=O)[C:7]=2[N:21]=1.O=P(Cl)(Cl)[Cl:24].CCN(C(C)C)C(C)C. Product: [Cl:24][C:8]1[C:7]2[N:21]=[C:3]([S:2][CH3:1])[N:4]=[CH:5][C:6]=2[C:15]2[CH:14]=[CH:13][C:12]([C:16]([O:18][CH3:19])=[O:17])=[CH:11][C:10]=2[N:9]=1. The catalyst class is: 11. (4) The catalyst class is: 1. Reactant: [Li+].CC([N-]C(C)C)C.C(NC(C)C)(C)C.[Li]CCCC.[CH2:21]([SnH:25]([CH2:30][CH2:31][CH2:32][CH3:33])[CH2:26][CH2:27][CH2:28][CH3:29])[CH2:22][CH2:23][CH3:24].Cl[C:35]1[N:40]=[CH:39][CH:38]=[CH:37][N:36]=1.[NH4+].[Cl-]. Product: [CH2:30]([Sn:25]([CH2:21][CH2:22][CH2:23][CH3:24])([CH2:26][CH2:27][CH2:28][CH3:29])[C:35]1[N:40]=[CH:39][CH:38]=[CH:37][N:36]=1)[CH2:31][CH2:32][CH3:33]. (5) Reactant: [NH:1]1[C:5]([CH2:6][C:7]([N:9]2[C@H:13]([C:14](=[O:30])[NH:15][C:16]3[CH:21]=[CH:20][C:19]([O:22][C:23]4[CH:28]=[CH:27][C:26]([F:29])=[CH:25][CH:24]=4)=[CH:18][CH:17]=3)[CH2:12][C@@H:11]([NH:31]C(=O)OCC3C=CC=CC=3)[CH2:10]2)=[O:8])=[CH:4][N:3]=[CH:2]1. Product: [NH:1]1[C:5]([CH2:6][C:7]([N:9]2[CH2:10][C@H:11]([NH2:31])[CH2:12][C@H:13]2[C:14]([NH:15][C:16]2[CH:17]=[CH:18][C:19]([O:22][C:23]3[CH:24]=[CH:25][C:26]([F:29])=[CH:27][CH:28]=3)=[CH:20][CH:21]=2)=[O:30])=[O:8])=[CH:4][N:3]=[CH:2]1. The catalyst class is: 43.